From a dataset of Full USPTO retrosynthesis dataset with 1.9M reactions from patents (1976-2016). Predict the reactants needed to synthesize the given product. (1) Given the product [Cl:20][C:5]1[C:6]([NH:8][C:9]2[CH:19]=[CH:18][CH:17]=[CH:16][C:10]=2[O:11][CH2:12][CH2:13][C:14]#[N:15])=[N:7][C:2]([NH:21][C:22]2[CH:23]=[CH:24][C:25]3[C:31]([CH3:32])([CH3:33])[CH2:30][CH2:29][C:28](=[O:34])[NH:27][C:26]=3[CH:35]=2)=[N:3][CH:4]=1, predict the reactants needed to synthesize it. The reactants are: Cl[C:2]1[N:7]=[C:6]([NH:8][C:9]2[CH:19]=[CH:18][CH:17]=[CH:16][C:10]=2[O:11][CH2:12][CH2:13][C:14]#[N:15])[C:5]([Cl:20])=[CH:4][N:3]=1.[NH2:21][C:22]1[CH:23]=[CH:24][C:25]2[C:31]([CH3:33])([CH3:32])[CH2:30][CH2:29][C:28](=[O:34])[NH:27][C:26]=2[CH:35]=1. (2) Given the product [O:1]1[CH:5]=[C:4]([C:15]([CH:17]2[CH2:18][N:19]([C@H:23]([C:25]3[CH:30]=[CH:29][CH:28]=[CH:27][CH:26]=3)[CH3:24])[C:20](=[O:22])[CH2:21]2)=[O:16])[N:3]=[CH:2]1, predict the reactants needed to synthesize it. The reactants are: [O:1]1[CH:5]=[CH:4][N:3]=[CH:2]1.C([Li])CCC.COCN[C:15]([CH:17]1[CH2:21][C:20](=[O:22])[N:19]([C@H:23]([C:25]2[CH:30]=[CH:29][CH:28]=[CH:27][CH:26]=2)[CH3:24])[CH2:18]1)=[O:16].[Cl-].[NH4+]. (3) Given the product [Cl:1][C:2]1[N:3]=[CH:4][N:5]([C:8]2[CH:13]=[CH:12][C:11]([N+:14]([O-:16])=[O:15])=[CH:10][C:9]=2[O:17][CH3:18])[CH:6]=1, predict the reactants needed to synthesize it. The reactants are: [Cl:1][C:2]1[N:3]=[CH:4][NH:5][CH:6]=1.Cl[C:8]1[CH:13]=[CH:12][C:11]([N+:14]([O-:16])=[O:15])=[CH:10][C:9]=1[O:17][CH3:18].[OH-].[K+].O. (4) Given the product [NH:28]([CH2:27][CH2:26][CH2:25][C@H:17]([NH:16][C:14]([C:10]1[C:9](=[O:50])[N:8]([CH:7]([C:1]2[CH:6]=[CH:5][CH:4]=[CH:3][CH:2]=2)[C:51]2[CH:56]=[CH:55][CH:54]=[CH:53][CH:52]=2)[CH:13]=[CH:12][CH:11]=1)=[O:15])[C:18]([OH:20])=[O:19])[C:29]([NH2:31])=[NH:30].[C:57]([OH:63])([C:59]([F:62])([F:61])[F:60])=[O:58], predict the reactants needed to synthesize it. The reactants are: [C:1]1([CH:7]([C:51]2[CH:56]=[CH:55][CH:54]=[CH:53][CH:52]=2)[N:8]2[CH:13]=[CH:12][CH:11]=[C:10]([C:14]([NH:16][C@@H:17]([CH2:25][CH2:26][CH2:27][NH:28][C:29]([NH:31]S(C3C(C)=C4C(=C(C)C=3C)OC(C)(C)CC4)(=O)=O)=[NH:30])[C:18]([O:20]C(C)(C)C)=[O:19])=[O:15])[C:9]2=[O:50])[CH:6]=[CH:5][CH:4]=[CH:3][CH:2]=1.[C:57]([OH:63])([C:59]([F:62])([F:61])[F:60])=[O:58].C([SiH](CC)CC)C. (5) Given the product [OH:8][C@@H:9]1[C@H:25]2[C@@H:16]([CH2:17][CH2:18][C:19]3[C@:24]2([CH3:26])[CH2:23][CH2:22][C:21](=[O:27])[CH:20]=3)[C@H:15]2[C@@:11]([CH3:33])([C@@:12]([OH:32])([C:28]([OH:2])=[O:31])[CH2:13][CH2:14]2)[CH2:10]1, predict the reactants needed to synthesize it. The reactants are: I(O)(O)(O)(O)(O)=[O:2].[OH:8][C@@H:9]1[C@H:25]2[C@@H:16]([CH2:17][CH2:18][C:19]3[C@:24]2([CH3:26])[CH2:23][CH2:22][C:21](=[O:27])[CH:20]=3)[C@H:15]2[C@@:11]([CH3:33])([C@@:12]([OH:32])([C:28](=[O:31])CO)[CH2:13][CH2:14]2)[CH2:10]1. (6) The reactants are: [I:1][C:2]1[CH:14]=[CH:13][C:12]2[C:11]3C(=[CH:7][CH:8]=[CH:9][CH:10]=3)C[C:4]=2[CH:3]=1.[CH3:15][C:16]([CH3:19])([O-])[CH3:17].[K+].CI. Given the product [CH3:15][C:16]1([CH3:19])[C:4]2[CH:3]=[C:2]([I:1])[CH:14]=[CH:13][C:12]=2[C:11]2[C:17]1=[CH:7][CH:8]=[CH:9][CH:10]=2, predict the reactants needed to synthesize it. (7) Given the product [NH:1]1[CH:5]=[CH:4][C:3]([NH:6][C:12](=[O:14])[CH3:13])=[N:2]1, predict the reactants needed to synthesize it. The reactants are: [NH:1]1[CH:5]=[CH:4][C:3]([NH2:6])=[N:2]1.C([O-])(O)=O.[Na+].[C:12](OC(=O)C)(=[O:14])[CH3:13]. (8) Given the product [C:1]([NH:4][C:5]1[CH:6]=[C:7]2[C:12](=[CH:13][C:14]=1[C:32]1[CH:31]=[N:30][N:29]([CH2:28][C:27]([OH:44])([CH3:43])[CH3:26])[CH:33]=1)[N:11]([C:16]([O:18][CH:19]([CH3:21])[CH3:20])=[O:17])[CH2:10][C@H:9]([CH3:22])[N:8]2[C:23](=[O:25])[CH3:24])(=[O:3])[CH3:2], predict the reactants needed to synthesize it. The reactants are: [C:1]([NH:4][C:5]1[CH:6]=[C:7]2[C:12](=[CH:13][C:14]=1Br)[N:11]([C:16]([O:18][CH:19]([CH3:21])[CH3:20])=[O:17])[CH2:10][C@H:9]([CH3:22])[N:8]2[C:23](=[O:25])[CH3:24])(=[O:3])[CH3:2].[CH3:26][C:27]([OH:44])([CH3:43])[CH2:28][N:29]1[CH:33]=[C:32](B2OC(C)(C)C(C)(C)O2)[CH:31]=[N:30]1.C(=O)([O-])[O-].[Cs+].[Cs+].CC(C1C=C(C(C)C)C(C2C=CC=CC=2P(C2CCCCC2)C2CCCCC2)=C(C(C)C)C=1)C. (9) Given the product [O:57]=[S:56]1(=[O:60])[C:20]2[CH:21]=[CH:22][CH:23]=[CH:18][C:19]=2[C:15]2[CH:14]=[C:13]([NH:12][C:39](=[O:41])[CH2:38][CH:37]([CH3:36])[C:42]3[CH:47]=[CH:46][N:45]=[CH:44][CH:43]=3)[CH:25]=[CH:24][C:16]1=2, predict the reactants needed to synthesize it. The reactants are: CCN=C=NCCCN(C)C.[NH2:12][C:13]1[CH:25]=[CH:24][C:16]2S[C:18]3[CH:23]=[CH:22][CH:21]=[CH:20][C:19]=3[C:15]=2[CH:14]=1.ON1C2C=CC=CC=2N=N1.[CH3:36][CH:37]([C:42]1[CH:47]=[CH:46][N:45]=[CH:44][CH:43]=1)[CH2:38][C:39]([OH:41])=O.OO.C(=O)([O-])[O-].[K+].[K+].[S:56](=[O:60])(=O)(O)[OH:57].